From a dataset of Forward reaction prediction with 1.9M reactions from USPTO patents (1976-2016). Predict the product of the given reaction. Given the reactants CN(C)[CH:3]=[O:4].S(Cl)(Cl)=O.[Br:10][C:11]1[CH:16]=[CH:15][CH:14]=[CH:13][C:12]=1[CH2:17][C:18](O)=[O:19].CO, predict the reaction product. The product is: [Br:10][C:11]1[CH:16]=[CH:15][CH:14]=[CH:13][C:12]=1[CH2:17][C:18]([O:4][CH3:3])=[O:19].